Dataset: Catalyst prediction with 721,799 reactions and 888 catalyst types from USPTO. Task: Predict which catalyst facilitates the given reaction. (1) Reactant: [NH2:1][C:2]1[C:3]([F:21])=[C:4]([C:9]([C:11]2[C:19]3[C:14](=[N:15][CH:16]=[C:17]([Br:20])[CH:18]=3)[NH:13][CH:12]=2)=[O:10])[C:5]([F:8])=[CH:6][CH:7]=1.[CH2:22]([S:26](Cl)(=[O:28])=[O:27])[CH:23]([CH3:25])[CH3:24].N1C=CC=CC=1.C(OCC)(=O)C. Product: [Br:20][C:17]1[CH:18]=[C:19]2[C:11]([C:9]([C:4]3[C:3]([F:21])=[C:2]([NH:1][S:26]([CH2:22][CH:23]([CH3:25])[CH3:24])(=[O:28])=[O:27])[CH:7]=[CH:6][C:5]=3[F:8])=[O:10])=[CH:12][NH:13][C:14]2=[N:15][CH:16]=1. The catalyst class is: 7. (2) Reactant: [CH3:1][O:2][CH2:3][O:4][C:5]1[CH:10]=[CH:9][C:8]([CH2:11][CH2:12][CH2:13][OH:14])=[C:7]([O:15][C:16]2[CH:21]=[CH:20][C:19]([C:22]([F:25])([F:24])[F:23])=[CH:18][N:17]=2)[CH:6]=1.O[C:27]1[C:32]([O:33][CH3:34])=[CH:31][CH:30]=[CH:29][C:28]=1[CH2:35][C:36]([O:38]C)=[O:37].C(P(CCCC)CCCC)CCC.N(C(N1CCCCC1)=O)=NC(N1CCCCC1)=O.O1CCCC1CO.[OH-].[Na+].Cl. The catalyst class is: 7. Product: [CH3:34][O:33][C:32]1[C:27]([O:14][CH2:13][CH2:12][CH2:11][C:8]2[CH:9]=[CH:10][C:5]([O:4][CH2:3][O:2][CH3:1])=[CH:6][C:7]=2[O:15][C:16]2[CH:21]=[CH:20][C:19]([C:22]([F:23])([F:24])[F:25])=[CH:18][N:17]=2)=[C:28]([CH2:35][C:36]([OH:38])=[O:37])[CH:29]=[CH:30][CH:31]=1. (3) Reactant: [C:1]12([CH2:11][NH:12][C:13](=[O:25])[C:14]3[CH:19]=[C:18]([CH2:20][CH2:21][CH:22]=O)[CH:17]=[N:16][C:15]=3[Cl:24])[CH2:10][CH:5]3[CH2:6][CH:7]([CH2:9][CH:3]([CH2:4]3)[CH2:2]1)[CH2:8]2.[NH2:26][C@H:27]([CH3:30])[CH2:28][OH:29].C([BH3-])#N.[Na+]. Product: [C:1]12([CH2:11][NH:12][C:13](=[O:25])[C:14]3[CH:19]=[C:18]([CH2:20][CH2:21][CH2:22][NH:26][C@H:27]([CH3:30])[CH2:28][OH:29])[CH:17]=[N:16][C:15]=3[Cl:24])[CH2:2][CH:3]3[CH2:4][CH:5]([CH2:6][CH:7]([CH2:9]3)[CH2:8]1)[CH2:10]2. The catalyst class is: 130. (4) Reactant: CN(C)C=[CH:4][C:5]1[C:12]([N+:13]([O-:15])=[O:14])=[CH:11][C:8]([C:9]#[N:10])=[C:7]([O:16][CH2:17][CH3:18])[N:6]=1.O.I([O-])(=O)(=O)=[O:22].[Na+]. Product: [CH2:17]([O:16][C:7]1[N:6]=[C:5]([CH:4]=[O:22])[C:12]([N+:13]([O-:15])=[O:14])=[CH:11][C:8]=1[C:9]#[N:10])[CH3:18]. The catalyst class is: 7. (5) Reactant: [CH3:1][O:2][C:3]1[CH:4]=[C:5]([C:9]2[S:10][CH:11]=[C:12](C(O)=O)[N:13]=2)[CH:6]=[CH:7][CH:8]=1.P([N:33]=[N+]=[N-])(OC1C=CC=CC=1)(OC1C=CC=CC=1)=O.[N:36]1([CH2:42][C:43]2[N:48]=[C:47]([NH2:49])[CH:46]=[CH:45][CH:44]=2)[CH2:41][CH2:40][CH2:39][CH2:38][CH2:37]1.CCO[C:53](C)=[O:54]. Product: [CH3:1][O:2][C:3]1[CH:4]=[C:5]([C:9]2[S:10][CH:11]=[C:12]([NH:33][C:53]([NH:49][C:47]3[CH:46]=[CH:45][CH:44]=[C:43]([CH2:42][N:36]4[CH2:37][CH2:38][CH2:39][CH2:40][CH2:41]4)[N:48]=3)=[O:54])[N:13]=2)[CH:6]=[CH:7][CH:8]=1. The catalyst class is: 11. (6) Reactant: [CH3:1][O:2][C:3]1[CH:4]=[C:5]2[C:8](=[CH:9][C:10]=1[O:11][CH3:12])[C@@H:7]([C:13]([O:15]C)=O)[CH2:6]2.[CH3:17][NH2:18]. Product: [CH3:1][O:2][C:3]1[CH:4]=[C:5]2[C:8](=[CH:9][C:10]=1[O:11][CH3:12])[C@@H:7]([C:13]([NH:18][CH3:17])=[O:15])[CH2:6]2. The catalyst class is: 97. (7) Reactant: [CH3:1][C:2]1[C:15]2[C:16]3=[C:17]4[C:8](=[CH:9][CH:10]=[C:11]([CH2:18][O:19][C@@H:20]5[C@H:24]([OH:25])[C@@H:23]([CH2:26][OH:27])[O:22][C@H:21]5[N:28]5[CH:35]=[CH:34][C:32](=[O:33])[NH:31][C:29]5=[O:30])[C:12]4=[CH:13][CH:14]=2)[CH:7]=[CH:6][C:5]3=[CH:4][CH:3]=1.[C:36](Cl)([C:53]1[CH:58]=[CH:57][CH:56]=[CH:55][CH:54]=1)([C:45]1[CH:52]=[CH:51][C:48]([O:49][CH3:50])=[CH:47][CH:46]=1)[C:37]1[CH:44]=[CH:43][C:40]([O:41][CH3:42])=[CH:39][CH:38]=1. Product: [CH3:50][O:49][C:48]1[CH:47]=[CH:46][C:45]([C:36]([O:27][CH2:26][C@H:23]2[O:22][C@@H:21]([N:28]3[CH:35]=[CH:34][C:32](=[O:33])[NH:31][C:29]3=[O:30])[C@H:20]([O:19][CH2:18][C:11]3[C:12]4[C:17]5=[C:16]6[C:15](=[CH:14][CH:13]=4)[C:2]([CH3:1])=[CH:3][CH:4]=[C:5]6[CH:6]=[CH:7][C:8]5=[CH:9][CH:10]=3)[C@@H:24]2[OH:25])([C:53]2[CH:54]=[CH:55][CH:56]=[CH:57][CH:58]=2)[C:37]2[CH:44]=[CH:43][C:40]([O:41][CH3:42])=[CH:39][CH:38]=2)=[CH:52][CH:51]=1. The catalyst class is: 377. (8) Reactant: C(OC(=O)[C:5]1[CH:10]=[CH:9][CH:8]=[C:7]([N:11]2[C:15]([CH3:16])=[CH:14][CH:13]=[C:12]2[C:17]2[CH:22]=[C:21]([C:23]([F:26])([F:25])[F:24])[CH:20]=[CH:19][C:18]=2[OH:27])[CH:6]=1)C.[F:29][C:30]1[CH:37]=[C:36]([F:38])[CH:35]=[CH:34][C:31]=1[CH2:32]Br.C(=O)([O-])[O-].[K+].[K+].[CH3:45][CH2:46][O:47][C:48](C)=[O:49]. Product: [CH2:46]([O:47][C:48](=[O:49])[C:6]1[CH:5]=[CH:10][CH:9]=[CH:8][C:7]=1[N:11]1[C:15]([CH3:16])=[CH:14][CH:13]=[C:12]1[C:17]1[CH:22]=[C:21]([C:23]([F:26])([F:25])[F:24])[CH:20]=[CH:19][C:18]=1[O:27][CH2:32][C:31]1[CH:34]=[CH:35][C:36]([F:38])=[CH:37][C:30]=1[F:29])[CH3:45]. The catalyst class is: 3. (9) Reactant: [CH2:1]([O:4][C@@H:5]1[C@@H:13]([CH2:14][O:15][Si](C(C)(C)C)(C)C)[O:12][C@H:11]2[C@H:7]([N:8]=[C:9]([N:23]([CH2:31][CH3:32])[C:24](=[O:30])[O:25][C:26]([CH3:29])([CH3:28])[CH3:27])[S:10]2)[C@H:6]1[O:33][CH2:34][CH:35]=[CH2:36])[CH:2]=[CH2:3].CCCC[N+](CCCC)(CCCC)CCCC.[F-]. Product: [CH2:1]([O:4][C@@H:5]1[C@@H:13]([CH2:14][OH:15])[O:12][C@H:11]2[C@H:7]([N:8]=[C:9]([N:23]([CH2:31][CH3:32])[C:24](=[O:30])[O:25][C:26]([CH3:27])([CH3:28])[CH3:29])[S:10]2)[C@H:6]1[O:33][CH2:34][CH:35]=[CH2:36])[CH:2]=[CH2:3]. The catalyst class is: 1.